This data is from Reaction yield outcomes from USPTO patents with 853,638 reactions. The task is: Predict the reaction yield, written as a fraction of the theoretical maximum amount of product (1.0 means a 100% yield; for example, 0.34 means a 34% yield). The reactants are C[O:2][CH:3](OC)[C:4]1[NH:5][C:6]([CH2:13][CH3:14])=[C:7]([C:9]([F:12])([F:11])[F:10])[N:8]=1. The catalyst is S(=O)(=O)(O)O. The product is [CH2:13]([C:6]1[NH:5][C:4]([CH:3]=[O:2])=[N:8][C:7]=1[C:9]([F:11])([F:12])[F:10])[CH3:14]. The yield is 0.290.